From a dataset of Full USPTO retrosynthesis dataset with 1.9M reactions from patents (1976-2016). Predict the reactants needed to synthesize the given product. (1) Given the product [CH3:17][N:18]([CH3:19])[C:14](=[O:16])[C@@H:12]([NH:11][C:9](=[O:10])[O:8][CH2:7][C:1]1[CH:6]=[CH:5][CH:4]=[CH:3][CH:2]=1)[CH3:13], predict the reactants needed to synthesize it. The reactants are: [C:1]1([CH2:7][O:8][C:9]([NH:11][C@H:12]([C:14]([OH:16])=O)[CH3:13])=[O:10])[CH:6]=[CH:5][CH:4]=[CH:3][CH:2]=1.[CH3:17][NH:18][CH3:19].CN(C1C=CC=CN=1)C.Cl.C(N=C=NCCCN(C)C)C. (2) Given the product [CH3:33][N:32]([CH3:34])[C:29]1[N:28]=[CH:27][C:26]([NH:25][C:20]([C:7]2[N:8]([CH2:12][C:13]3[CH:18]=[CH:17][CH:16]=[C:15]([F:19])[CH:14]=3)[C:9]3[C:5]([CH:6]=2)=[CH:4][C:3]([Si:2]([CH3:23])([CH3:24])[CH3:1])=[CH:11][CH:10]=3)=[O:21])=[CH:31][CH:30]=1, predict the reactants needed to synthesize it. The reactants are: [CH3:1][Si:2]([CH3:24])([CH3:23])[C:3]1[CH:4]=[C:5]2[C:9](=[CH:10][CH:11]=1)[N:8]([CH2:12][C:13]1[CH:18]=[CH:17][CH:16]=[C:15]([F:19])[CH:14]=1)[C:7]([C:20](O)=[O:21])=[CH:6]2.[NH2:25][C:26]1[CH:27]=[N:28][C:29]([N:32]([CH3:34])[CH3:33])=[CH:30][CH:31]=1.Cl.CN(C)CCCN=C=NCC.ON1C2C=CC=CC=2N=N1. (3) Given the product [CH3:18][C:19]([NH:20][C:14]([C:12]1[CH:11]=[CH:10][C:9]([CH3:17])=[C:8]([C:4]2[CH:5]=[CH:6][CH:7]=[C:2]([Cl:1])[CH:3]=2)[N:13]=1)=[O:16])([C:21]1[O:22][CH:23]=[CH:24][N:25]=1)[CH3:26], predict the reactants needed to synthesize it. The reactants are: [Cl:1][C:2]1[CH:3]=[C:4]([C:8]2[N:13]=[C:12]([C:14]([OH:16])=O)[CH:11]=[CH:10][C:9]=2[CH3:17])[CH:5]=[CH:6][CH:7]=1.[CH3:18][C:19]([CH3:26])([C:21]1[O:22][CH:23]=[CH:24][N:25]=1)[NH2:20]. (4) The reactants are: FC(F)(F)C(O)=O.[CH2:8]([O:11][CH2:12][C@H:13]([NH:18][CH2:19][C@@H:20]([OH:42])[C@@H:21]([NH:31]C(=O)OCC1C=CC=CC=1)[CH2:22][C:23]1[CH:28]=[C:27]([F:29])[CH:26]=[C:25]([F:30])[CH:24]=1)[CH2:14][CH:15]([CH3:17])[CH3:16])[CH:9]=[CH2:10].O.[OH-].[Ba+2].[OH-]. Given the product [CH2:8]([O:11][CH2:12][C@H:13]([NH:18][CH2:19][C@@H:20]([OH:42])[C@@H:21]([NH2:31])[CH2:22][C:23]1[CH:24]=[C:25]([F:30])[CH:26]=[C:27]([F:29])[CH:28]=1)[CH2:14][CH:15]([CH3:16])[CH3:17])[CH:9]=[CH2:10], predict the reactants needed to synthesize it. (5) Given the product [CH3:19][C:18]1[CH2:20][CH2:31][C@@H:30]2[C@@H:22]3[C:21]=1[CH2:25][CH2:24][C@@H:23]3[O:26][C:29]2=[O:28], predict the reactants needed to synthesize it. The reactants are: [Mg+2].[Br-].[Br-].CCOCC.C(N(C(C)C)CC)(C)C.[C:18]([C:21]1[CH2:25][CH2:24][C@H:23]([OH:26])[CH:22]=1)([CH3:20])=[CH2:19].C[O:28][C:29](=O)[CH:30]=[CH2:31]. (6) Given the product [NH2:1][C:2]1[N:3]=[C:4]([NH:17][CH:18]2[CH2:23][CH2:22][N:21]([S:24]([CH2:27][CH2:28][CH2:29][S:37][C:33]3[N:32]([CH3:31])[CH:36]=[CH:35][N:34]=3)(=[O:26])=[O:25])[CH2:20][CH2:19]2)[S:5][C:6]=1[C:7]([C:9]1[C:14]([F:15])=[CH:13][CH:12]=[CH:11][C:10]=1[F:16])=[O:8], predict the reactants needed to synthesize it. The reactants are: [NH2:1][C:2]1[N:3]=[C:4]([NH:17][CH:18]2[CH2:23][CH2:22][N:21]([S:24]([CH2:27][CH2:28][CH2:29]I)(=[O:26])=[O:25])[CH2:20][CH2:19]2)[S:5][C:6]=1[C:7]([C:9]1[C:14]([F:15])=[CH:13][CH:12]=[CH:11][C:10]=1[F:16])=[O:8].[CH3:31][N:32]1[CH:36]=[CH:35][N:34]=[C:33]1[SH:37]. (7) The reactants are: C(Cl)(=O)C(Cl)=O.[F:7][C:8]([F:22])([F:21])/[CH:9]=[CH:10]/[C:11]1[CH:19]=[CH:18][C:14]([C:15]([OH:17])=O)=[C:13]([CH3:20])[CH:12]=1.[N:23]1[C:32]2[C:27](=[CH:28][C:29]([NH2:33])=[CH:30][CH:31]=2)[N:26]=[CH:25][CH:24]=1.CCN(CC)CC. Given the product [CH3:20][C:13]1[CH:12]=[C:11](/[CH:10]=[CH:9]/[C:8]([F:7])([F:22])[F:21])[CH:19]=[CH:18][C:14]=1[C:15]([NH:33][C:29]1[CH:28]=[C:27]2[C:32](=[CH:31][CH:30]=1)[N:23]=[CH:24][CH:25]=[N:26]2)=[O:17], predict the reactants needed to synthesize it.